Dataset: Serine/threonine kinase 33 screen with 319,792 compounds. Task: Binary Classification. Given a drug SMILES string, predict its activity (active/inactive) in a high-throughput screening assay against a specified biological target. (1) The molecule is Brc1c(NC(=O)c2cc(S(=O)(=O)N3CCN(CC3)c3ncccc3)ccc2F)c(F)cc(F)c1. The result is 0 (inactive). (2) The result is 0 (inactive). The drug is S=C(Nc1nc(cc(c1)C)C)Nc1c(F)cc(F)cc1. (3) The drug is Clc1ccc(SCc2nc(nc(N3CC(OC(C3)C)C)c2)C)cc1. The result is 0 (inactive). (4) The drug is Brc1cc(C(=O)NCCCc2ccccc2)ccc1. The result is 0 (inactive). (5) The molecule is S1\C(N(c2c(ccc([N+]([O-])=O)c2)C)C(=O)C1)=N/NC(=O)c1cccnc1. The result is 0 (inactive). (6) The drug is O=C(NC1CCCCC1)C(N(c1c(OC)cccc1)C(=O)CNC(=O)c1occc1)c1ccncc1. The result is 0 (inactive).